This data is from Forward reaction prediction with 1.9M reactions from USPTO patents (1976-2016). The task is: Predict the product of the given reaction. Given the reactants [NH2:1][C:2]([C:4]1[CH:5]=[C:6]([CH:10]=[C:11]([C:13]([N:15]([CH2:19][CH2:20][CH3:21])[CH2:16][CH2:17][CH3:18])=[O:14])[CH:12]=1)[C:7](O)=O)=[O:3].[F:22][C:23]([F:28])([F:27])[C:24](O)=O.N[C@@H:30]([CH2:44][C:45]1[CH:50]=[C:49](F)[CH:48]=[C:47](F)[CH:46]=1)[C@H:31]([OH:43])[CH2:32][NH:33][CH2:34][C:35]1[CH:40]=C[CH:38]=[C:37](OC)[CH:36]=1.[CH:53]1C=CC2N(O)N=NC=2C=1.C(N(C(C)C)CC)(C)C.C(Cl)CCl, predict the reaction product. The product is: [CH2:44]([C@H:30]([NH:1][C:2](=[O:3])[C:4]1[CH:5]=[C:6]([C:7]#[CH:53])[CH:10]=[C:11]([C:13]([N:15]([CH2:19][CH2:20][CH3:21])[CH2:16][CH2:17][CH3:18])=[O:14])[CH:12]=1)[C@H:31]([OH:43])[CH2:32][NH:33][CH2:34][C:35]1[CH:36]=[CH:37][CH:38]=[C:24]([C:23]([F:28])([F:27])[F:22])[CH:40]=1)[C:45]1[CH:50]=[CH:49][CH:48]=[CH:47][CH:46]=1.